This data is from Reaction yield outcomes from USPTO patents with 853,638 reactions. The task is: Predict the reaction yield, written as a fraction of the theoretical maximum amount of product (1.0 means a 100% yield; for example, 0.34 means a 34% yield). (1) The yield is 0.300. The product is [ClH:1].[F:43][C:44]1[CH:45]=[C:46]([NH:63][C:64]([NH:66][C:67](=[O:76])[CH2:68][C:69]2[CH:70]=[CH:71][C:72]([F:75])=[CH:73][CH:74]=2)=[S:65])[CH:47]=[CH:48][C:49]=1[O:50][C:51]1[C:56]2=[C:57]([CH3:62])[C:58]([O:60][CH2:61][CH2:21][N:22]3[CH2:27][CH2:26][O:25][CH2:24][CH2:23]3)=[CH:59][N:55]2[N:54]=[CH:53][N:52]=1. The reactants are [ClH:1].FC1C=C(NC(=O)CC(NC2C=CC(F)=CC=2)=O)C=CC=1OC1C2=C(C)C(OC[CH2:21][N:22]3[CH2:27][CH2:26][O:25][CH2:24][CH2:23]3)=CN2N=CN=1.[F:43][C:44]1[CH:45]=[C:46]([NH:63][C:64]([NH:66][C:67](=[O:76])[CH2:68][C:69]2[CH:74]=[CH:73][C:72]([F:75])=[CH:71][CH:70]=2)=[S:65])[CH:47]=[CH:48][C:49]=1[O:50][C:51]1[C:56]2=[C:57]([CH3:62])[C:58]([O:60][CH3:61])=[CH:59][N:55]2[N:54]=[CH:53][N:52]=1. The catalyst is C1COCC1. (2) The catalyst is C1COCC1.O. The product is [F:32][C:31]([F:34])([F:33])[C:19]([OH:20])([OH:21])[CH:18]([O:17][C:13]1[CH:12]=[C:11]2[C:16](=[CH:15][CH:14]=1)[N:8]([C:5]1[CH:4]=[CH:3][C:2]([F:1])=[CH:7][CH:6]=1)[N:9]=[CH:10]2)[C:23]1[CH:28]=[CH:27][CH:26]=[CH:25][CH:24]=1. The yield is 0.950. The reactants are [F:1][C:2]1[CH:7]=[CH:6][C:5]([N:8]2[C:16]3[C:11](=[CH:12][C:13]([O:17][CH:18]([C:23]4[CH:28]=[CH:27][CH:26]=[CH:25][CH:24]=4)[C:19]([O:21]C)=[O:20])=[CH:14][CH:15]=3)[CH:10]=[N:9]2)=[CH:4][CH:3]=1.C[Si](C)(C)[C:31]([F:34])([F:33])[F:32].[F-].[Cs+].[F-].C([N+](CCCC)(CCCC)CCCC)CCC. (3) The catalyst is C1COCC1. The reactants are [F:1][C:2]([F:20])([F:19])[CH2:3][S:4][CH2:5][C:6]1(OCC[O:15]1)[C:7]1[CH:14]=[CH:13][C:10]([CH2:11][NH2:12])=[CH:9][CH:8]=1.FC(F)(F)CSCC1(OCCO1)C1C=CC(C#N)=CC=1. The product is [F:20][C:2]([F:1])([F:19])[CH2:3][S:4][CH2:5][C:6]([C:7]1[CH:14]=[CH:13][C:10]([C:11]#[N:12])=[CH:9][CH:8]=1)=[O:15]. The yield is 0.990. (4) The reactants are [CH3:1][O:2][CH2:3][C:4]1[N:9]=[CH:8][C:7]([O:10][C:11]2[CH:12]=[C:13]3[C:17](=[C:18]([O:20][CH:21]4[CH2:26][CH2:25][O:24][CH2:23][CH2:22]4)[CH:19]=2)[NH:16][C:15]([C:27]([O:29]CC)=[O:28])=[CH:14]3)=[CH:6][CH:5]=1.[OH-].[Na+]. The catalyst is C(O)C.O1CCCC1. The product is [CH3:1][O:2][CH2:3][C:4]1[N:9]=[CH:8][C:7]([O:10][C:11]2[CH:12]=[C:13]3[C:17](=[C:18]([O:20][CH:21]4[CH2:26][CH2:25][O:24][CH2:23][CH2:22]4)[CH:19]=2)[NH:16][C:15]([C:27]([OH:29])=[O:28])=[CH:14]3)=[CH:6][CH:5]=1. The yield is 0.590.